This data is from Reaction yield outcomes from USPTO patents with 853,638 reactions. The task is: Predict the reaction yield, written as a fraction of the theoretical maximum amount of product (1.0 means a 100% yield; for example, 0.34 means a 34% yield). (1) The reactants are B(Br)(Br)Br.[Cl:5][C:6]1[CH:15]=[C:14]([O:16]C)[C:13]([Cl:18])=[C:12]2[C:7]=1[CH2:8][CH2:9][N:10](C(OC(C)(C)C)=O)[C:11]2=[O:19].O. The catalyst is ClCCl. The product is [Cl:5][C:6]1[CH:15]=[C:14]([OH:16])[C:13]([Cl:18])=[C:12]2[C:7]=1[CH2:8][CH2:9][NH:10][C:11]2=[O:19]. The yield is 0.950. (2) The reactants are [F:1][C:2]([F:15])([F:14])[C:3]1[CH:12]=[C:11]2[C:6]([C:7]([SH:13])=[CH:8][CH:9]=[N:10]2)=[CH:5][CH:4]=1.[Cl:16][CH2:17][CH2:18][O:19][CH2:20][CH2:21]Cl.C([O-])([O-])=O.[Cs+].[Cs+].[Na+].[I-]. The catalyst is CCCC[N+](CCCC)(CCCC)CCCC.[Br-].O. The product is [Cl:16][CH2:17][CH2:18][O:19][CH2:20][CH2:21][S:13][C:7]1[C:6]2[C:11](=[CH:12][C:3]([C:2]([F:1])([F:14])[F:15])=[CH:4][CH:5]=2)[N:10]=[CH:9][CH:8]=1. The yield is 0.650. (3) The reactants are [CH3:1][O:2][C:3]1[C:4]([N+:15]([O-:17])=[O:16])=[CH:5][C:6]2[O:11][C:10]([CH3:13])([CH3:12])[CH:9]=[CH:8][C:7]=2[CH:14]=1.CN1C=CN=C1.I(C1C=CC=CC=1)=[O:25].S([O-])([O-])(=O)=S.[Na+].[Na+]. The catalyst is C(#N)C. The yield is 0.750. The product is [O:25]1[C@H:8]2[C@@H:9]1[C:10]([CH3:13])([CH3:12])[O:11][C:6]1[CH:5]=[C:4]([N+:15]([O-:17])=[O:16])[C:3]([O:2][CH3:1])=[CH:14][C:7]=12. (4) The reactants are [CH3:1][N:2]([S:20]([C:23]1[S:24][CH:25]=[CH:26][CH:27]=1)(=[O:22])=[O:21])[C:3]1[CH:4]=[CH:5][CH:6]=[C:7]2[C:11]=1[NH:10][C:9]([C:12]1[S:13][CH:14]([C:17](O)=[O:18])[CH2:15][N:16]=1)=[CH:8]2.[N:28]1(O)C2C=CC=CC=2N=N1.Cl.CN(C)CCCN=C=NCC.N. The catalyst is CN(C)C=O.O. The product is [CH3:1][N:2]([S:20]([C:23]1[S:24][CH:25]=[CH:26][CH:27]=1)(=[O:22])=[O:21])[C:3]1[CH:4]=[CH:5][CH:6]=[C:7]2[C:11]=1[NH:10][C:9]([C:12]1[S:13][CH:14]([C:17]([NH2:28])=[O:18])[CH2:15][N:16]=1)=[CH:8]2. The yield is 0.110.